Dataset: Full USPTO retrosynthesis dataset with 1.9M reactions from patents (1976-2016). Task: Predict the reactants needed to synthesize the given product. Given the product [CH:18]1([N:22]2[CH2:27][CH2:26][N:25]([C:13]([C@@H:10]3[CH2:11][CH2:12][NH:8][CH2:9]3)=[O:15])[CH2:24][CH2:23]2)[CH2:21][CH2:20][CH2:19]1, predict the reactants needed to synthesize it. The reactants are: C(OC([N:8]1[CH2:12][CH2:11][C@@H:10]([C:13]([OH:15])=O)[CH2:9]1)=O)(C)(C)C.Cl.Cl.[CH:18]1([N:22]2[CH2:27][CH2:26][NH:25][CH2:24][CH2:23]2)[CH2:21][CH2:20][CH2:19]1.